This data is from Catalyst prediction with 721,799 reactions and 888 catalyst types from USPTO. The task is: Predict which catalyst facilitates the given reaction. (1) Reactant: [C:1]([O:5][C:6]([N:8]1[CH2:13][CH2:12][C:11](=O)[CH2:10][CH2:9]1)=[O:7])([CH3:4])([CH3:3])[CH3:2].[C:15](=[O:18])([O-])[O-].[NH4+:19].[NH4+:20].[C-]#N.[Na+].[CH3:24][OH:25]. Product: [C:1]([O:5][C:6]([N:8]1[CH2:13][CH2:12][C:11]2([NH:20][C:24](=[O:25])[NH:19][C:15]2=[O:18])[CH2:10][CH2:9]1)=[O:7])([CH3:4])([CH3:3])[CH3:2]. The catalyst class is: 6. (2) Reactant: C(OC([NH:8][CH2:9][C:10]([NH:12][C@H:13]([C:18]([O:20][CH3:21])=[O:19])[C@H:14]([CH2:16][CH3:17])[CH3:15])=[O:11])=O)(C)(C)C.[ClH:22]. Product: [ClH:22].[NH2:8][CH2:9][C:10]([NH:12][C@H:13]([C:18]([O:20][CH3:21])=[O:19])[C@H:14]([CH2:16][CH3:17])[CH3:15])=[O:11]. The catalyst class is: 24. (3) Reactant: [NH:1]1[CH2:6][CH2:5][CH:4]([C:7]([OH:9])=[O:8])[CH2:3][CH2:2]1.O.C(=O)(O)[O-].[Na+].[C:16](Cl)([O:18][CH2:19][C:20]1[CH:25]=[CH:24][CH:23]=[CH:22][CH:21]=1)=[O:17]. Product: [CH2:19]([O:18][C:16]([N:1]1[CH2:6][CH2:5][CH:4]([C:7]([OH:9])=[O:8])[CH2:3][CH2:2]1)=[O:17])[C:20]1[CH:25]=[CH:24][CH:23]=[CH:22][CH:21]=1. The catalyst class is: 1. (4) Reactant: C(OC(=O)[NH:10][C@H:11]([C:23]([NH:25][C@H:26]([CH2:36][OH:37])[CH2:27][NH:28][C:29]([O:31][C:32]([CH3:35])([CH3:34])[CH3:33])=[O:30])=[O:24])[CH2:12][CH2:13][CH2:14][NH:15][C:16]([O:18][C:19]([CH3:22])([CH3:21])[CH3:20])=[O:17])C1C=CC=CC=1. Product: [C:19]([O:18][C:16]([NH:15][CH2:14][CH2:13][CH2:12][C@@H:11]([C:23]([NH:25][C@H:26]([CH2:36][OH:37])[CH2:27][NH:28][C:29]([O:31][C:32]([CH3:35])([CH3:34])[CH3:33])=[O:30])=[O:24])[NH2:10])=[O:17])([CH3:20])([CH3:22])[CH3:21]. The catalyst class is: 63. (5) Reactant: Cl.C([N:4]([CH2:9][C:10]1[C:15]([N+:16]([O-])=O)=[CH:14][CH:13]=[C:12]([Cl:19])[C:11]=1[Cl:20])[CH2:5][C:6]([OH:8])=[O:7])C.[CH3:21][CH2:22]CCCC. Product: [CH2:21]([O:8][C:6](=[O:7])[CH2:5][NH:4][CH2:9][C:10]1[C:15]([NH2:16])=[CH:14][CH:13]=[C:12]([Cl:19])[C:11]=1[Cl:20])[CH3:22]. The catalyst class is: 33. (6) Reactant: [I-].S([O-])(=O)(=O)C.[F:7][CH2:8][CH2:9][CH2:10][CH2:11][CH2:12][CH2:13][CH2:14][CH2:15][CH2:16][CH2:17][CH2:18][P+](C1C=CC=CC=1)(C1C=CC=CC=1)C1C=CC=CC=1.BrCCCCCCCCCCC[OH:50].[F-].C([N+](CCCC)(CCCC)CCCC)CCC. Product: [F:7][CH2:8][CH2:9][CH2:10][CH2:11][CH2:12][CH2:13][CH2:14][CH2:15][CH2:16][CH2:17][CH2:18][OH:50]. The catalyst class is: 6. (7) Reactant: [F:1][C:2]1[CH:3]=[C:4]([CH:11]=[CH:12][C:13]=1[O:14][C:15]([F:18])([F:17])[F:16])[C:5](N(OC)C)=[O:6].[CH3:19][Mg]Br.O1CCCC1.[Cl-].[NH4+]. Product: [F:1][C:2]1[CH:3]=[C:4]([C:5](=[O:6])[CH3:19])[CH:11]=[CH:12][C:13]=1[O:14][C:15]([F:16])([F:17])[F:18]. The catalyst class is: 7. (8) Reactant: C(OC([NH:8][C@H:9]([C:14]([O:16][C:17]1[C:18]([O:33][C:34](=[O:36])[CH3:35])=[C:19]2[C:24](=[C:25]3[CH:30]=[CH:29][CH:28]=[CH:27][C:26]=13)[O:23][C:22]([CH3:32])([CH3:31])[CH2:21][CH2:20]2)=[O:15])[C@H:10]([CH2:12][CH3:13])[CH3:11])=O)(C)(C)C.[ClH:37]. Product: [ClH:37].[NH2:8][C@H:9]([C:14]([O:16][C:17]1[C:18]([O:33][C:34](=[O:36])[CH3:35])=[C:19]2[C:24](=[C:25]3[CH:30]=[CH:29][CH:28]=[CH:27][C:26]=13)[O:23][C:22]([CH3:31])([CH3:32])[CH2:21][CH2:20]2)=[O:15])[C@H:10]([CH2:12][CH3:13])[CH3:11]. The catalyst class is: 12. (9) Reactant: [H-].[Na+].[CH3:3]I.[N:5]([CH2:8][CH:9]([OH:20])[CH2:10][N:11]1[CH:15]=[C:14]([N+:16]([O-:18])=[O:17])[N:13]=[C:12]1[Cl:19])=[N+:6]=[N-:7]. Product: [N:5]([CH2:8][CH:9]([O:20][CH3:3])[CH2:10][N:11]1[CH:15]=[C:14]([N+:16]([O-:18])=[O:17])[N:13]=[C:12]1[Cl:19])=[N+:6]=[N-:7]. The catalyst class is: 3. (10) Reactant: FC(F)(F)C(O)=O.[NH:8]([C:15]([C:17]1[S:18][CH:19]=[CH:20][C:21]=1[NH:22]C(=O)OC(C)(C)C)=[O:16])[C:9]1[CH:14]=[CH:13][CH:12]=[CH:11][CH:10]=1. Product: [NH2:22][C:21]1[CH:20]=[CH:19][S:18][C:17]=1[C:15]([NH:8][C:9]1[CH:10]=[CH:11][CH:12]=[CH:13][CH:14]=1)=[O:16]. The catalyst class is: 124.